This data is from Catalyst prediction with 721,799 reactions and 888 catalyst types from USPTO. The task is: Predict which catalyst facilitates the given reaction. (1) Reactant: [CH3:1][O:2][C:3](=[O:24])[C:4]1[CH:9]=[C:8]([F:10])[C:7]([CH2:11][NH:12][CH:13]=O)=[N:6][C:5]=1[NH:15][C:16]1[CH:21]=[CH:20][C:19]([I:22])=[CH:18][C:17]=1[F:23].P(Cl)(Cl)(Cl)=O. Product: [CH3:1][O:2][C:3]([C:4]1[CH:9]=[C:8]([F:10])[C:7]2[N:6]([CH:13]=[N:12][CH:11]=2)[C:5]=1[NH:15][C:16]1[CH:21]=[CH:20][C:19]([I:22])=[CH:18][C:17]=1[F:23])=[O:24]. The catalyst class is: 11. (2) Reactant: CO[C:3]([C:5]1[C:10]2[N:11]=[CH:12][N:13]([C:14]3[CH:19]=[CH:18][C:17]([N+:20]([O-:22])=[O:21])=[CH:16][CH:15]=3)[C:9]=2[CH:8]=[CH:7][N:6]=1)=[O:4].[CH3:23][N:24]([CH3:28])[CH2:25][CH2:26][NH2:27]. Product: [CH3:23][N:24]([CH3:28])[CH2:25][CH2:26][NH:27][C:3]([C:5]1[C:10]2[N:11]=[CH:12][N:13]([C:14]3[CH:19]=[CH:18][C:17]([N+:20]([O-:22])=[O:21])=[CH:16][CH:15]=3)[C:9]=2[CH:8]=[CH:7][N:6]=1)=[O:4]. The catalyst class is: 5. (3) Reactant: [F:1][C:2]([F:24])([F:23])[C:3]1[N:8]=[CH:7][C:6]([CH:9]2[CH2:14][CH:13]([C:15]([O:17]C)=[O:16])[CH2:12][CH2:11][N:10]2[C:19]([O:21][CH3:22])=[O:20])=[CH:5][CH:4]=1.[Br-].[Li+].CCN(CC)CC.CC(OC)(C)C. Product: [CH3:22][O:21][C:19]([N:10]1[CH2:11][CH2:12][CH:13]([C:15]([OH:17])=[O:16])[CH2:14][CH:9]1[C:6]1[CH:7]=[N:8][C:3]([C:2]([F:23])([F:1])[F:24])=[CH:4][CH:5]=1)=[O:20]. The catalyst class is: 47. (4) Reactant: [I:1][C:2]1[C:3]([NH2:14])=[CH:4][C:5]([N:8]2[CH2:13][CH2:12][O:11][CH2:10][CH2:9]2)=[N:6][CH:7]=1.CC(C)([O-])C.[K+].Cl[C:22]1[C:31]2[C:26](=[CH:27][C:28]([F:33])=[CH:29][C:30]=2[F:32])[N:25]=[C:24]([C:34]2[CH:39]=[CH:38][CH:37]=[CH:36][N:35]=2)[C:23]=1[CH3:40].C(=O)([O-])[O-].[Na+].[Na+]. Product: [F:32][C:30]1[CH:29]=[C:28]([F:33])[CH:27]=[C:26]2[C:31]=1[C:22]([NH:14][C:3]1[C:2]([I:1])=[CH:7][N:6]=[C:5]([N:8]3[CH2:9][CH2:10][O:11][CH2:12][CH2:13]3)[CH:4]=1)=[C:23]([CH3:40])[C:24]([C:34]1[CH:39]=[CH:38][CH:37]=[CH:36][N:35]=1)=[N:25]2. The catalyst class is: 36. (5) Reactant: N1CCCCC1.C(O)(=O)C.[Cl:11][C:12]1[CH:17]=[CH:16][N:15]=[C:14]([CH:18]([CH:21]2[CH2:23][CH2:22]2)[CH:19]=O)[C:13]=1[CH3:24].[C:25](OC)(=[O:31])[CH2:26][C:27]([O:29][CH3:30])=[O:28]. Product: [Cl:11][C:12]1[CH:17]=[CH:16][N:15]2[C:14]([C:13]=1[CH3:24])=[C:18]([CH:21]1[CH2:23][CH2:22]1)[CH:19]=[C:26]([C:27]([O:29][CH3:30])=[O:28])[C:25]2=[O:31]. The catalyst class is: 8. (6) Reactant: [CH2:1]([NH:3][CH2:4][CH3:5])[CH3:2].Cl[C:7]1[N:12]=[C:11]([Cl:13])[CH:10]=[C:9]([N:14]2[CH2:18][CH2:17][CH2:16][CH2:15]2)[N:8]=1.C(N(CC)CC)C.O. Product: [Cl:13][C:11]1[CH:10]=[C:9]([N:14]2[CH2:18][CH2:17][CH2:16][CH2:15]2)[N:8]=[C:7]([N:3]([CH2:4][CH3:5])[CH2:1][CH3:2])[N:12]=1. The catalyst class is: 7. (7) Reactant: [CH:1]1([CH:4]([NH:6][CH2:7][C:8]2C=C[CH:11]=[C:10](F)[CH:9]=2)[CH3:5])[CH2:3][CH2:2]1.[O:15]1C=CC=C1C=O.C(O[BH-](OC(=O)C)OC(=O)C)(=O)C.[Na+]. Product: [CH:1]1([CH:4]([NH:6][CH2:7][C:8]2[O:15][CH:11]=[CH:10][CH:9]=2)[CH3:5])[CH2:3][CH2:2]1. The catalyst class is: 5. (8) Reactant: C[O:2][C:3](=[O:15])[CH2:4][C:5]1[C:13]2[C:8](=[N:9][CH:10]=[CH:11][CH:12]=2)[NH:7][C:6]=1[CH3:14].CCN(P1(N(C)CCCN1C)=NC(C)(C)C)CC.Br[CH2:35][C:36]1[CH:41]=[CH:40][C:39]([S:42]([CH3:45])(=[O:44])=[O:43])=[C:38]([C:46]([F:49])([F:48])[F:47])[CH:37]=1. Product: [CH3:45][S:42]([C:39]1[CH:40]=[CH:41][C:36]([CH2:35][N:7]2[C:8]3=[N:9][CH:10]=[CH:11][CH:12]=[C:13]3[C:5]([CH2:4][C:3]([OH:2])=[O:15])=[C:6]2[CH3:14])=[CH:37][C:38]=1[C:46]([F:47])([F:49])[F:48])(=[O:44])=[O:43]. The catalyst class is: 3. (9) Reactant: [CH3:1][O:2][C:3]1[CH:4]=[C:5]([NH:15][C:16]([NH2:18])=[S:17])[CH:6]=[CH:7][C:8]=1[N:9]1[CH:13]=[C:12]([CH3:14])[N:11]=[CH:10]1.Cl[CH2:20][C:21](=O)[C:22]([CH3:33])([C:24]1[CH:29]=[C:28]([F:30])[C:27]([F:31])=[C:26]([F:32])[CH:25]=1)[CH3:23]. Product: [CH3:1][O:2][C:3]1[CH:4]=[C:5]([NH:15][C:16]2[S:17][CH:20]=[C:21]([C:22]([CH3:33])([C:24]3[CH:25]=[C:26]([F:32])[C:27]([F:31])=[C:28]([F:30])[CH:29]=3)[CH3:23])[N:18]=2)[CH:6]=[CH:7][C:8]=1[N:9]1[CH:13]=[C:12]([CH3:14])[N:11]=[CH:10]1. The catalyst class is: 8.